This data is from Full USPTO retrosynthesis dataset with 1.9M reactions from patents (1976-2016). The task is: Predict the reactants needed to synthesize the given product. (1) Given the product [C:1]([O:5][C:6](=[O:26])[NH:7][C@H:8]1[CH2:13][CH2:12][CH2:11][CH2:10][C@H:9]1[NH:14][C:15]1[N:16]=[CH:17][C:18]2[CH:24]=[N:23][CH:22]=[C:21]([C:36]3[C:37]4[C:42](=[CH:41][C:40]([C:43](=[O:45])[NH2:44])=[CH:39][CH:38]=4)[NH:34][CH:35]=3)[C:19]=2[N:20]=1)([CH3:4])([CH3:3])[CH3:2], predict the reactants needed to synthesize it. The reactants are: [C:1]([O:5][C:6](=[O:26])[NH:7][C@H:8]1[CH2:13][CH2:12][CH2:11][CH2:10][C@H:9]1[NH:14][C:15]1[N:16]=[CH:17][C:18]2[CH:24]=[N:23][CH:22]=[C:21](I)[C:19]=2[N:20]=1)([CH3:4])([CH3:3])[CH3:2].C(OC([N:34]1[C:42]2[C:37](=[CH:38][CH:39]=[C:40]([C:43](=[O:45])[NH2:44])[CH:41]=2)[C:36](B2OC(C)(C)C(C)(C)O2)=[CH:35]1)=O)(C)(C)C.C(=O)([O-])[O-].[K+].[K+].COCCOC.O. (2) The reactants are: [NH2:1][C:2]1[CH:19]=[CH:18][C:5]([O:6][CH:7]2[CH2:10][N:9]([C:11]([O:13][C:14]([CH3:17])([CH3:16])[CH3:15])=[O:12])[CH2:8]2)=[CH:4][CH:3]=1.C(=O)(O[N:30]1[C:34](=O)[CH2:33][CH2:32][C:31]1=[O:36])O[N:30]1[C:34](=O)[CH2:33][CH2:32][C:31]1=[O:36].Cl.Cl.N1CC([C:44]2[CH:45]=[N:46][CH:47]=[CH:48][CH:49]=2)C1.C(N(C(C)C)CC)(C)C. Given the product [N:46]1[CH:47]=[CH:48][CH:49]=[C:44]([CH:33]2[CH2:34][N:30]([C:31]([NH:1][C:2]3[CH:19]=[CH:18][C:5]([O:6][CH:7]4[CH2:10][N:9]([C:11]([O:13][C:14]([CH3:15])([CH3:16])[CH3:17])=[O:12])[CH2:8]4)=[CH:4][CH:3]=3)=[O:36])[CH2:32]2)[CH:45]=1, predict the reactants needed to synthesize it. (3) Given the product [NH2:21][C:17]1[N:16]=[C:15]([N:7]2[C:6]3[CH:22]=[C:2]([C:38]#[C:37][C:35]([C:30]4[N:29]=[CH:34][CH:33]=[CH:32][N:31]=4)([OH:39])[CH3:36])[CH:3]=[CH:4][C:5]=3[N:9]=[C:8]2[O:10][CH2:11][CH2:12][O:13][CH3:14])[CH:20]=[CH:19][N:18]=1, predict the reactants needed to synthesize it. The reactants are: I[C:2]1[CH:3]=[CH:4][C:5]2[N:9]=[C:8]([O:10][CH2:11][CH2:12][O:13][CH3:14])[N:7]([C:15]3[CH:20]=[CH:19][N:18]=[C:17]([NH2:21])[N:16]=3)[C:6]=2[CH:22]=1.N1CCCCC1.[N:29]1[CH:34]=[CH:33][CH:32]=[N:31][C:30]=1[C:35]([OH:39])([C:37]#[CH:38])[CH3:36].